The task is: Predict the product of the given reaction.. This data is from Forward reaction prediction with 1.9M reactions from USPTO patents (1976-2016). (1) Given the reactants C[O:2][C:3](=[O:27])[C:4]1[CH:9]=[CH:8][C:7]([NH:10][C:11](=[O:26])[CH:12]([C:19]2[CH:24]=[CH:23][C:22]([Cl:25])=[CH:21][CH:20]=2)[CH2:13][CH:14]2[CH2:18][CH2:17][CH2:16][CH2:15]2)=[N:6][CH:5]=1.O.CO.[OH-].[Na+], predict the reaction product. The product is: [Cl:25][C:22]1[CH:21]=[CH:20][C:19]([CH:12]([CH2:13][CH:14]2[CH2:15][CH2:16][CH2:17][CH2:18]2)[C:11]([NH:10][C:7]2[CH:8]=[CH:9][C:4]([C:3]([OH:27])=[O:2])=[CH:5][N:6]=2)=[O:26])=[CH:24][CH:23]=1. (2) Given the reactants Cl[C:2]1[N:21]=[CH:20][C:19]([C:22]2[CH:27]=[C:26]([CH3:28])[CH:25]=[C:24]([CH3:29])[CH:23]=2)=[CH:18][C:3]=1[C:4]([NH:6][CH2:7][C:8]1[CH:13]=[CH:12][C:11]([O:14][CH3:15])=[C:10]([O:16][CH3:17])[CH:9]=1)=[O:5].[CH3:30][N:31]1[CH:35]=[C:34](B2OC(C)(C)C(C)(C)O2)[CH:33]=[N:32]1.C(=O)(O)[O-].[Na+], predict the reaction product. The product is: [CH3:17][O:16][C:10]1[CH:9]=[C:8]([CH:13]=[CH:12][C:11]=1[O:14][CH3:15])[CH2:7][NH:6][C:4](=[O:5])[C:3]1[CH:18]=[C:19]([C:22]2[CH:27]=[C:26]([CH3:28])[CH:25]=[C:24]([CH3:29])[CH:23]=2)[CH:20]=[N:21][C:2]=1[C:34]1[CH:33]=[N:32][N:31]([CH3:30])[CH:35]=1.